Task: Predict the reaction yield, written as a fraction of the theoretical maximum amount of product (1.0 means a 100% yield; for example, 0.34 means a 34% yield).. Dataset: Reaction yield outcomes from USPTO patents with 853,638 reactions (1) The yield is 0.830. The product is [Cl:28][C:26]1[CH:25]=[CH:24][C:7]([CH2:8][N:9]2[CH:14]=[C:13]([C:15]3[CH:20]=[CH:19][C:18]([OH:21])=[CH:17][CH:16]=3)[CH:12]=[CH:11][C:10]2=[O:23])=[C:6]([F:5])[CH:27]=1. The catalyst is C(Cl)Cl. The reactants are B(Br)(Br)Br.[F:5][C:6]1[CH:27]=[C:26]([Cl:28])[CH:25]=[CH:24][C:7]=1[CH2:8][N:9]1[CH:14]=[C:13]([C:15]2[CH:20]=[CH:19][C:18]([O:21]C)=[CH:17][CH:16]=2)[CH:12]=[CH:11][C:10]1=[O:23].CO. (2) The reactants are [NH2:1][C:2]1[C:3](=[O:9])[N:4]([CH3:8])[N:5]=[CH:6][CH:7]=1.[CH3:10][C:11]1[CH:23]=[CH:22][C:21]([CH3:24])=[CH:20][C:12]=1[O:13][CH:14]1[CH2:19][CH2:18][NH:17][CH2:16][CH2:15]1.Cl.FC(F)(F)C1C=CC=C[C:29]=1[O:30]C1CCNCC1. No catalyst specified. The product is [CH3:8][N:4]1[C:3](=[O:9])[C:2]([NH:1][C:29]([N:17]2[CH2:18][CH2:19][CH:14]([O:13][C:12]3[CH:20]=[C:21]([CH3:24])[CH:22]=[CH:23][C:11]=3[CH3:10])[CH2:15][CH2:16]2)=[O:30])=[CH:7][CH:6]=[N:5]1. The yield is 0.430. (3) The reactants are CN(C)CCCN=C=NCC.[O:12]1[CH:16]=[CH:15][CH:14]=[C:13]1[C:17]([OH:19])=O.[NH2:20][C@@H:21]([CH2:37][CH:38]1[CH2:43][CH2:42][CH2:41][CH2:40][CH2:39]1)[C:22]([NH:24][C@H:25]1[CH2:31][CH2:30][C@@H:29]([CH3:32])[N:28]([CH2:33][CH2:34][CH3:35])[CH2:27][C@@H:26]1[OH:36])=[O:23].CN1CCOCC1.OC1C2N=NNC=2C=CC=1. The catalyst is CN(C=O)C.CCOC(C)=O. The product is [CH:38]1([CH2:37][C@H:21]([NH:20][C:17]([C:13]2[O:12][CH:16]=[CH:15][CH:14]=2)=[O:19])[C:22](=[O:23])[NH:24][C@H:25]2[CH2:31][CH2:30][C@@H:29]([CH3:32])[N:28]([CH2:33][CH2:34][CH3:35])[CH2:27][C@@H:26]2[OH:36])[CH2:43][CH2:42][CH2:41][CH2:40][CH2:39]1. The yield is 0.760. (4) The reactants are [Cl:1][C:2]1[C:3]([O:12][CH3:13])=[CH:4][C:5]([CH:9]([CH3:11])[CH3:10])=[C:6]([OH:8])[CH:7]=1.C([O-])([O-])=O.[K+].[K+].I[CH2:21][C:22]#[N:23]. The catalyst is CN(C=O)C. The product is [Cl:1][C:2]1[C:3]([O:12][CH3:13])=[CH:4][C:5]([CH:9]([CH3:11])[CH3:10])=[C:6]([CH:7]=1)[O:8][CH2:21][C:22]#[N:23]. The yield is 0.970. (5) The reactants are [C:1]([C:5]1[N:13]=[C:12]2[C:8]([N:9]=[CH:10][NH:11]2)=[C:7]([Cl:14])[N:6]=1)([CH3:4])([CH3:3])[CH3:2].[H-].[Na+].Cl[CH2:18][C:19]1[N:23]([CH:24]2[CH2:26][CH2:25]2)[N:22]=[N:21][N:20]=1. The catalyst is CN(C=O)C. The product is [C:1]([C:5]1[N:13]=[C:12]2[C:8]([N:9]=[CH:10][N:11]2[CH2:18][C:19]2[N:23]([CH:24]3[CH2:26][CH2:25]3)[N:22]=[N:21][N:20]=2)=[C:7]([Cl:14])[N:6]=1)([CH3:4])([CH3:2])[CH3:3]. The yield is 0.640.